Task: Predict which catalyst facilitates the given reaction.. Dataset: Catalyst prediction with 721,799 reactions and 888 catalyst types from USPTO (1) Reactant: [Cl:1][C:2]1[CH:7]=[CH:6][C:5]([CH:8]([C:22]2[CH:27]=[CH:26][CH:25]=[CH:24][CH:23]=2)[N:9]2[CH2:14][CH2:13][N:12]([CH2:15][CH2:16][O:17][CH2:18][C:19](N)=[O:20])[CH2:11][CH2:10]2)=[CH:4][CH:3]=1.[OH-:28].[Na+].Cl. Product: [CH:25]1[CH:24]=[CH:23][C:22]([CH:8]([N:9]2[CH2:14][CH2:13][N:12]([CH2:15][CH2:16][O:17][CH2:18][C:19]([OH:28])=[O:20])[CH2:11][CH2:10]2)[C:5]2[CH:6]=[CH:7][C:2]([Cl:1])=[CH:3][CH:4]=2)=[CH:27][CH:26]=1. The catalyst class is: 6. (2) Reactant: [NH2:1][CH2:2][CH2:3][N:4]1[CH2:9][CH2:8][CH:7]([C:10]([O:12][C:13]([CH3:16])([CH3:15])[CH3:14])=[O:11])[CH2:6][CH2:5]1.C(=O)(O)[O-].[Na+].F[C:23]1[CH:28]=[CH:27][CH:26]=[CH:25][C:24]=1[N+:29]([O-:31])=[O:30].CCOC(C)=O. Product: [N+:29]([C:24]1[CH:25]=[CH:26][CH:27]=[CH:28][C:23]=1[NH:1][CH2:2][CH2:3][N:4]1[CH2:9][CH2:8][CH:7]([C:10]([O:12][C:13]([CH3:16])([CH3:15])[CH3:14])=[O:11])[CH2:6][CH2:5]1)([O-:31])=[O:30]. The catalyst class is: 3. (3) The catalyst class is: 123. Product: [ClH:29].[NH2:2][CH2:1][C:3]1[CH:4]=[CH:5][C:6]([C:9]2[N:13]([C:14]3[CH:19]=[CH:18][C:17]([O:20][CH3:21])=[CH:16][CH:15]=3)[N:12]=[C:11]([C:22]([O:24][CH2:25][CH3:26])=[O:23])[CH:10]=2)=[CH:7][CH:8]=1. Reactant: [C:1]([C:3]1[CH:8]=[CH:7][C:6]([C:9]2[N:13]([C:14]3[CH:19]=[CH:18][C:17]([O:20][CH3:21])=[CH:16][CH:15]=3)[N:12]=[C:11]([C:22]([O:24][CH2:25][CH3:26])=[O:23])[CH:10]=2)=[CH:5][CH:4]=1)#[N:2].CO.[ClH:29]. (4) Reactant: Br[C:2]1[CH:3]=[C:4]([C:8]2[O:9][C:10]([CH3:33])=[C:11]([CH2:13][O:14][CH:15]3[CH2:20][CH2:19][CH2:18][CH:17]([O:21][CH2:22][C:23]4[CH:31]=[CH:30][CH:29]=[C:28]([CH3:32])[C:24]=4[C:25]([OH:27])=[O:26])[CH2:16]3)[N:12]=2)[CH:5]=[CH:6][CH:7]=1.[CH3:34][N:35](C)C=O. Product: [C:34]([C:2]1[CH:3]=[C:4]([C:8]2[O:9][C:10]([CH3:33])=[C:11]([CH2:13][O:14][CH:15]3[CH2:20][CH2:19][CH2:18][CH:17]([O:21][CH2:22][C:23]4[CH:31]=[CH:30][CH:29]=[C:28]([CH3:32])[C:24]=4[C:25]([OH:27])=[O:26])[CH2:16]3)[N:12]=2)[CH:5]=[CH:6][CH:7]=1)#[N:35]. The catalyst class is: 507. (5) Reactant: [CH2:1]([N:3]1[CH2:8][CH2:7][C:6](=O)[CH2:5][CH2:4]1)[CH3:2].[C:10]([CH2:12]C(O)=O)#[N:11]. Product: [CH2:1]([N:3]1[CH2:8][CH:7]=[C:6]([CH2:12][C:10]#[N:11])[CH2:5][CH2:4]1)[CH3:2]. The catalyst class is: 11. (6) Reactant: [CH3:1][C:2]1[CH:3]=[C:4]([CH:28]=[C:29]([CH3:31])[CH:30]=1)[O:5][C:6]1[CH:11]=[CH:10][N:9]=[CH:8][C:7]=1[S:12]([N:15]1[CH2:20][CH2:19][N:18](C(OC(C)(C)C)=O)[CH2:17][CH2:16]1)(=[O:14])=[O:13].[ClH:32]. Product: [ClH:32].[CH3:1][C:2]1[CH:3]=[C:4]([CH:28]=[C:29]([CH3:31])[CH:30]=1)[O:5][C:6]1[CH:11]=[CH:10][N:9]=[CH:8][C:7]=1[S:12]([N:15]1[CH2:20][CH2:19][NH:18][CH2:17][CH2:16]1)(=[O:13])=[O:14]. The catalyst class is: 135. (7) Reactant: [Cl:1][C:2]1[C:3]([CH3:16])=[C:4]([C:8]2[O:12][N:11]=[CH:10][C:9]=2[C:13]([OH:15])=O)[CH:5]=[CH:6][CH:7]=1.CN(C(ON1N=NC2C=CC=CC1=2)=[N+](C)C)C.[B-](F)(F)(F)F.Cl.[NH:40]1[CH2:45][CH2:44][CH2:43][CH:42]([C:46]([OH:49])([CH3:48])[CH3:47])[CH2:41]1.C(N(CC)CC)C. Product: [Cl:1][C:2]1[C:3]([CH3:16])=[C:4]([C:8]2[O:12][N:11]=[CH:10][C:9]=2[C:13]([N:40]2[CH2:45][CH2:44][CH2:43][CH:42]([C:46]([OH:49])([CH3:48])[CH3:47])[CH2:41]2)=[O:15])[CH:5]=[CH:6][CH:7]=1. The catalyst class is: 343.